From a dataset of Catalyst prediction with 721,799 reactions and 888 catalyst types from USPTO. Predict which catalyst facilitates the given reaction. (1) Reactant: [Cl:1][C:2]1[CH:8]=[CH:7][C:5]([NH2:6])=[CH:4][C:3]=1B1OC(C)(C)C(C)(C)O1.Br[C:19]1[CH:24]=[CH:23][CH:22]=[CH:21][N:20]=1.C(=O)(O)[O-].[Na+]. Product: [Cl:1][C:2]1[CH:8]=[CH:7][C:5]([NH2:6])=[CH:4][C:3]=1[C:19]1[CH:24]=[CH:23][CH:22]=[CH:21][N:20]=1. The catalyst class is: 38. (2) Reactant: [C:1](N1C=CN=C1)(N1C=CN=C1)=[O:2].[C:13]([O:17][C:18](=[O:46])[N:19]([C:31]1[CH:36]=[CH:35][C:34]([NH2:37])=[C:33]([CH2:38][NH:39][CH:40]2[CH2:45][CH2:44][CH2:43][CH2:42][CH2:41]2)[N:32]=1)[CH2:20][C:21]1[CH:26]=[CH:25][C:24]([O:27][CH3:28])=[CH:23][C:22]=1[O:29][CH3:30])([CH3:16])([CH3:15])[CH3:14]. Product: [C:13]([O:17][C:18](=[O:46])[N:19]([C:31]1[CH:36]=[CH:35][C:34]2[NH:37][C:1](=[O:2])[N:39]([CH:40]3[CH2:41][CH2:42][CH2:43][CH2:44][CH2:45]3)[CH2:38][C:33]=2[N:32]=1)[CH2:20][C:21]1[CH:26]=[CH:25][C:24]([O:27][CH3:28])=[CH:23][C:22]=1[O:29][CH3:30])([CH3:16])([CH3:14])[CH3:15]. The catalyst class is: 1. (3) Reactant: [Si:1]([O:8][CH:9]([C:12]1[S:13][CH:14]=[CH:15][N:16]=1)[C:10]#[N:11])([C:4]([CH3:7])([CH3:6])[CH3:5])([CH3:3])[CH3:2].C([N-]C(C)C)(C)C.[Li+].[C:25]1([C:30](=[O:32])[CH3:31])[CH2:29][CH2:28][CH2:27][CH:26]=1. Product: [C:30]([C@@H:25]1[CH2:29][CH2:28][CH2:27][C@H:26]1[C:9]([O:8][Si:1]([C:4]([CH3:7])([CH3:5])[CH3:6])([CH3:2])[CH3:3])([C:12]1[S:13][CH:14]=[CH:15][N:16]=1)[C:10]#[N:11])(=[O:32])[CH3:31]. The catalyst class is: 7. (4) Reactant: C[Mg+].[Br-].[NH:4]1[C:12]2[C:7](=[CH:8][CH:9]=[CH:10][CH:11]=2)[CH:6]=[CH:5]1.[Cl:13][C:14]1[CH:21]=[CH:20][C:17]([CH2:18]Br)=[CH:16][CH:15]=1. Product: [Cl:13][C:14]1[CH:21]=[CH:20][C:17]([CH2:18][C:6]2[C:7]3[C:12](=[CH:11][CH:10]=[CH:9][CH:8]=3)[NH:4][CH:5]=2)=[CH:16][CH:15]=1. The catalyst class is: 28. (5) Reactant: ClC1C=C([NH:8][C:9](=[O:23])[C:10]2[CH:15]=[CH:14][C:13]([N:16]=[N+]=[N-])=[C:12](C(F)(F)F)[CH:11]=2)C=CC=1.[H][H]. Product: [NH2:16][C:13]1[CH:14]=[CH:15][C:10]([C:9]([NH2:8])=[O:23])=[CH:11][CH:12]=1. The catalyst class is: 29. (6) Reactant: [CH3:1][N:2]([CH3:36])[CH2:3][CH2:4][N:5]([CH2:34][CH3:35])[C:6]1[N:11]=[C:10]([C:12]2[CH:17]=[CH:16][CH:15]=[CH:14][CH:13]=2)[N:9]=[C:8]([C:18]([NH:20][C:21]2[CH:26]=[CH:25][CH:24]=[CH:23][C:22]=2[C:27]2[S:28][C:29]([S:32][CH3:33])=[N:30][N:31]=2)=[O:19])[CH:7]=1.[OH:37]O. Product: [CH3:36][N:2]([CH3:1])[CH2:3][CH2:4][N:5]([CH2:34][CH3:35])[C:6]1[N:11]=[C:10]([C:12]2[CH:13]=[CH:14][CH:15]=[CH:16][CH:17]=2)[N:9]=[C:8]([C:18]([NH:20][C:21]2[CH:26]=[CH:25][CH:24]=[CH:23][C:22]=2[C:27]2[S:28][C:29]([S:32]([CH3:33])=[O:37])=[N:30][N:31]=2)=[O:19])[CH:7]=1. The catalyst class is: 15. (7) Reactant: [Cl:1][C:2]1[CH:3]=[C:4]([CH:8]=[CH:9][C:10]=1[C:11]1[N:15]=[C:14]([C:16]2[N:17]=[C:18]3[C:23]([Cl:24])=[CH:22][C:21]([C:25]([F:28])([F:27])[F:26])=[CH:20][N:19]3[CH:29]=2)[O:13][N:12]=1)[C:5]([NH2:7])=O. Product: [Cl:1][C:2]1[CH:3]=[C:4]([CH:8]=[CH:9][C:10]=1[C:11]1[N:15]=[C:14]([C:16]2[N:17]=[C:18]3[C:23]([Cl:24])=[CH:22][C:21]([C:25]([F:28])([F:27])[F:26])=[CH:20][N:19]3[CH:29]=2)[O:13][N:12]=1)[C:5]#[N:7]. The catalyst class is: 265. (8) Reactant: [Cl-].[Cl-].[Cl-].[Al+3].[CH2:5]([O:7][C:8](=[O:12])[C:9](Cl)=[O:10])[CH3:6].[Cl:13][C:14]1[CH:19]=[CH:18][CH:17]=[CH:16][C:15]=1[S:20][CH:21]1[CH2:25][CH2:24][CH2:23][CH2:22]1. Product: [CH2:5]([O:7][C:8](=[O:12])[C:9]([C:18]1[CH:17]=[CH:16][C:15]([S:20][CH:21]2[CH2:25][CH2:24][CH2:23][CH2:22]2)=[C:14]([Cl:13])[CH:19]=1)=[O:10])[CH3:6]. The catalyst class is: 2. (9) Reactant: [OH:1][C:2]1[C:3]([C:18](=O)[CH3:19])=[N:4][N:5]([CH3:17])[C:6]=1[C:7]1[CH:12]=[CH:11][C:10]([C:13]([F:16])([F:15])[F:14])=[CH:9][CH:8]=1.[CH3:21][CH:22]([NH:24][C:25]([C:27]1[S:28][C:29]([C:32]([NH:34][NH2:35])=[O:33])=[CH:30][CH:31]=1)=[O:26])[CH3:23].C1(C)C=CC(S(O)(=O)=O)=CC=1. Product: [CH3:23][CH:22]([NH:24][C:25]([C:27]1[S:28][C:29]([C:32]([NH:34][N:35]=[C:18]([C:3]2[C:2]([OH:1])=[C:6]([C:7]3[CH:12]=[CH:11][C:10]([C:13]([F:16])([F:15])[F:14])=[CH:9][CH:8]=3)[N:5]([CH3:17])[N:4]=2)[CH3:19])=[O:33])=[CH:30][CH:31]=1)=[O:26])[CH3:21]. The catalyst class is: 41.